This data is from Catalyst prediction with 721,799 reactions and 888 catalyst types from USPTO. The task is: Predict which catalyst facilitates the given reaction. (1) Reactant: [C:1]([C:3]1[CH:4]=[C:5]([C:13]2[O:17][N:16]=[C:15]([C:18]3[CH:23]=[CH:22][C:21]([O:24][CH2:25][CH2:26][CH2:27][C:28]([O:30]CC)=[O:29])=[CH:20][C:19]=3[CH2:33][CH3:34])[N:14]=2)[CH:6]=[CH:7][C:8]=1[O:9][CH:10]([CH3:12])[CH3:11])#[N:2].[OH-].[Na+]. Product: [C:1]([C:3]1[CH:4]=[C:5]([C:13]2[O:17][N:16]=[C:15]([C:18]3[CH:23]=[CH:22][C:21]([O:24][CH2:25][CH2:26][CH2:27][C:28]([OH:30])=[O:29])=[CH:20][C:19]=3[CH2:33][CH3:34])[N:14]=2)[CH:6]=[CH:7][C:8]=1[O:9][CH:10]([CH3:12])[CH3:11])#[N:2]. The catalyst class is: 252. (2) Reactant: [NH:1]1[CH2:6][CH2:5][CH2:4][NH:3][C:2]1=[O:7].Br[C:9]1[N:18]=[C:17]([C:19]([NH:21][CH2:22][C:23]2[CH:28]=[CH:27][C:26]([F:29])=[CH:25][CH:24]=2)=[O:20])[C:16]([OH:30])=[C:15]2[C:10]=1[CH:11]=[CH:12][CH:13]=[N:14]2. Product: [F:29][C:26]1[CH:25]=[CH:24][C:23]([CH2:22][NH:21][C:19]([C:17]2[C:16]([OH:30])=[C:15]3[C:10]([CH:11]=[CH:12][CH:13]=[N:14]3)=[C:9]([N:1]3[CH2:6][CH2:5][CH2:4][NH:3][C:2]3=[O:7])[N:18]=2)=[O:20])=[CH:28][CH:27]=1. The catalyst class is: 17. (3) The catalyst class is: 26. Reactant: [Mg+2].[I-].[I-].[Cl:4][CH2:5][CH2:6][CH2:7][N:8]1[C:16]2[C:11](=[CH:12][CH:13]=[CH:14][C:15]=2[O:17][CH3:18])[CH:10]=[CH:9]1.[N:19]([CH2:22][C:23]1[CH:28]=[CH:27][CH:26]=[C:25]([CH3:29])[CH:24]=1)=[C:20]=[O:21]. Product: [Cl:4][CH2:5][CH2:6][CH2:7][N:8]1[C:16]2[C:11](=[CH:12][CH:13]=[CH:14][C:15]=2[O:17][CH3:18])[C:10]([C:20]([NH:19][CH2:22][C:23]2[CH:28]=[CH:27][CH:26]=[C:25]([CH3:29])[CH:24]=2)=[O:21])=[CH:9]1. (4) Reactant: [N+:1]([C:4]1[CH:5]=[CH:6][C:7]2[O:12][CH2:11][CH2:10][NH:9][C:8]=2[CH:13]=1)([O-])=O. Product: [O:12]1[C:7]2[CH:6]=[CH:5][C:4]([NH2:1])=[CH:13][C:8]=2[NH:9][CH2:10][CH2:11]1. The catalyst class is: 19. (5) The catalyst class is: 367. Product: [C:20]1([C:26]#[C:27][C:28]2[CH:46]=[CH:45][C:31]([C:32]([NH:34][C:35]3[CH:40]=[CH:39][CH:38]=[CH:37][C:36]=3[S:41]([NH:42][C:12](=[O:19])[CH2:13]/[CH:14]=[CH:15]/[CH2:16][CH3:17])(=[O:43])=[O:44])=[O:33])=[CH:30][CH:29]=2)[CH:21]=[CH:22][CH:23]=[CH:24][CH:25]=1. Reactant: S(Cl)(C1C=CC(C)=CC=1)(=O)=O.[C:12]([OH:19])(=O)[CH2:13][CH:14]=[CH:15][CH2:16][CH3:17].[C:20]1([C:26]#[C:27][C:28]2[CH:46]=[CH:45][C:31]([C:32]([NH:34][C:35]3[CH:40]=[CH:39][CH:38]=[CH:37][C:36]=3[S:41](=[O:44])(=[O:43])[NH2:42])=[O:33])=[CH:30][CH:29]=2)[CH:25]=[CH:24][CH:23]=[CH:22][CH:21]=1. (6) Reactant: [Br:1][C:2]1[CH:3]=[C:4]([NH2:8])[CH:5]=[CH:6][CH:7]=1.[O:9]1[CH2:14][CH2:13][C:12](=O)[CH2:11][CH2:10]1.C(O[BH-](OC(=O)C)OC(=O)C)(=O)C.[Na+].C(O)(=O)C. Product: [Br:1][C:2]1[CH:3]=[C:4]([NH:8][CH:12]2[CH2:13][CH2:14][O:9][CH2:10][CH2:11]2)[CH:5]=[CH:6][CH:7]=1. The catalyst class is: 26. (7) Reactant: [Br:1][C:2]1[CH:7]=[C:6]([Cl:8])[CH:5]=[CH:4][C:3]=1[OH:9].IC.[C:12](=O)([O-])[O-].[K+].[K+].O. Product: [Br:1][C:2]1[CH:7]=[C:6]([Cl:8])[CH:5]=[CH:4][C:3]=1[O:9][CH3:12]. The catalyst class is: 21.